This data is from Catalyst prediction with 721,799 reactions and 888 catalyst types from USPTO. The task is: Predict which catalyst facilitates the given reaction. (1) Reactant: [Cl:1][C:2]1[CH:7]=[CH:6][CH:5]=[CH:4][C:3]=1[CH:8]([C:10]1[CH:15]=[CH:14][CH:13]=[CH:12][C:11]=1[Cl:16])O.[BrH:17].O. Product: [Br:17][CH:8]([C:10]1[CH:15]=[CH:14][CH:13]=[CH:12][C:11]=1[Cl:16])[C:3]1[CH:4]=[CH:5][CH:6]=[CH:7][C:2]=1[Cl:1]. The catalyst class is: 15. (2) Reactant: [CH3:1][CH:2]([OH:4])[CH3:3].CC(C)([O-])C.[K+].[Br:11][C:12]1[CH:17]=[CH:16][C:15](F)=[C:14]([C:19]([F:22])([F:21])[F:20])[CH:13]=1. Product: [Br:11][C:12]1[CH:17]=[CH:16][C:15]([O:4][CH:2]([CH3:3])[CH3:1])=[C:14]([C:19]([F:22])([F:21])[F:20])[CH:13]=1. The catalyst class is: 7. (3) Reactant: [CH3:1][C:2]1[N:3]=[C:4]2[N:8]([C:9]=1[C:10]([OH:12])=O)[CH:7]=[CH:6][S:5]2.[N:13]1([CH2:19][C:20]2[CH:34]=[CH:33][C:23]3[NH:24][C:25]([C:27]4[C:31]([NH2:32])=[CH:30][NH:29][N:28]=4)=[N:26][C:22]=3[CH:21]=2)[CH2:18][CH2:17][O:16][CH2:15][CH2:14]1.C(Cl)CCl.C1C=NC2N(O)N=NC=2C=1. Product: [N:13]1([CH2:19][C:20]2[CH:34]=[CH:33][C:23]3[NH:24][C:25]([C:27]4[C:31]([NH:32][C:10]([C:9]5[N:8]6[C:4]([S:5][CH:6]=[CH:7]6)=[N:3][C:2]=5[CH3:1])=[O:12])=[CH:30][NH:29][N:28]=4)=[N:26][C:22]=3[CH:21]=2)[CH2:18][CH2:17][O:16][CH2:15][CH2:14]1. The catalyst class is: 3.